This data is from Merck oncology drug combination screen with 23,052 pairs across 39 cell lines. The task is: Regression. Given two drug SMILES strings and cell line genomic features, predict the synergy score measuring deviation from expected non-interaction effect. (1) Synergy scores: synergy=5.37. Drug 2: CCc1cnn2c(NCc3ccc[n+]([O-])c3)cc(N3CCCCC3CCO)nc12. Cell line: RPMI7951. Drug 1: CN(C)C(=N)N=C(N)N. (2) Drug 1: C#Cc1cccc(Nc2ncnc3cc(OCCOC)c(OCCOC)cc23)c1. Drug 2: NC1CCCCC1N.O=C(O)C(=O)O.[Pt+2]. Cell line: HCT116. Synergy scores: synergy=-19.6. (3) Drug 1: O=c1[nH]cc(F)c(=O)[nH]1. Drug 2: COC1=C2CC(C)CC(OC)C(O)C(C)C=C(C)C(OC(N)=O)C(OC)C=CC=C(C)C(=O)NC(=CC1=O)C2=O. Cell line: OVCAR3. Synergy scores: synergy=-8.84.